This data is from Reaction yield outcomes from USPTO patents with 853,638 reactions. The task is: Predict the reaction yield, written as a fraction of the theoretical maximum amount of product (1.0 means a 100% yield; for example, 0.34 means a 34% yield). (1) The reactants are [CH2:1]([C:3]([C:15]1[CH:29]=[CH:28][C:18]([O:19][CH2:20][C@@H:21]2[CH2:25][O:24][C:23]([CH3:27])([CH3:26])[O:22]2)=[C:17]([CH3:30])[CH:16]=1)([C:6]1[CH:11]=[CH:10][C:9]([C:12]#[CH:13])=[C:8]([CH3:14])[CH:7]=1)[CH2:4][CH3:5])[CH3:2].[Li]CCCC.[F:36][C:37]([F:45])([F:44])[C:38]([C:40]([F:43])([F:42])[F:41])=[O:39].[NH4+].[Cl-]. The catalyst is C1COCC1. The yield is 0.900. The product is [CH3:27][C:23]1([CH3:26])[O:22][C@H:21]([CH2:20][O:19][C:18]2[CH:28]=[CH:29][C:15]([C:3]([C:6]3[CH:11]=[CH:10][C:9]([C:12]#[C:13][C:38]([C:40]([F:43])([F:42])[F:41])([OH:39])[C:37]([F:45])([F:44])[F:36])=[C:8]([CH3:14])[CH:7]=3)([CH2:4][CH3:5])[CH2:1][CH3:2])=[CH:16][C:17]=2[CH3:30])[CH2:25][O:24]1. (2) The reactants are [NH:1]([C:3]1[CH:18]=[CH:17][C:6]([C:7]([NH:9][CH2:10][CH:11]2[CH2:16][CH2:15][O:14][CH2:13][CH2:12]2)=[O:8])=[CH:5][N:4]=1)[NH2:2].C(=O)([O-])[O-].[K+].[K+].C([O:27][CH:28]=[C:29]([C:35](OCC)=O)[C:30]([O:32][CH2:33][CH3:34])=[O:31])C.Cl. The catalyst is O. The product is [OH:27][C:28]1[N:1]([C:3]2[CH:18]=[CH:17][C:6]([C:7](=[O:8])[NH:9][CH2:10][CH:11]3[CH2:16][CH2:15][O:14][CH2:13][CH2:12]3)=[CH:5][N:4]=2)[N:2]=[CH:35][C:29]=1[C:30]([O:32][CH2:33][CH3:34])=[O:31]. The yield is 0.745. (3) The reactants are [CH2:1]([O:3][CH:4]1[CH2:7][CH:6]([NH2:8])[C:5]1([CH3:10])[CH3:9])[CH3:2].Cl[C:12]1[C:17]([C:18]#[N:19])=[CH:16][N:15]=[C:14]([S:20][CH3:21])[N:13]=1.C(=O)([O-])[O-].[K+].[K+].C(OCC)(=O)C. The catalyst is C(O)(C)(C)C.ClCCCl. The product is [CH2:1]([O:3][CH:4]1[CH2:7][CH:6]([NH:8][C:12]2[C:17]([C:18]#[N:19])=[CH:16][N:15]=[C:14]([S:20][CH3:21])[N:13]=2)[C:5]1([CH3:10])[CH3:9])[CH3:2]. The yield is 1.00. (4) The reactants are C[O:2][C:3]([C:5]1[CH:6]=[C:7]2[C:12](=[CH:13][CH:14]=1)[N:11]=[CH:10][C:9]([O:15][C:16]1[C:21]([Cl:22])=[CH:20][C:19]([NH:23][S:24]([C:27]3[CH:32]=[CH:31][C:30]([Cl:33])=[CH:29][C:28]=3[Cl:34])(=[O:26])=[O:25])=[CH:18][C:17]=1[Cl:35])=[CH:8]2)=[O:4].[OH-].[Na+].Cl. The catalyst is C1COCC1.CO. The product is [Cl:22][C:21]1[CH:20]=[C:19]([NH:23][S:24]([C:27]2[CH:32]=[CH:31][C:30]([Cl:33])=[CH:29][C:28]=2[Cl:34])(=[O:26])=[O:25])[CH:18]=[C:17]([Cl:35])[C:16]=1[O:15][C:9]1[CH:10]=[N:11][C:12]2[C:7]([CH:8]=1)=[CH:6][C:5]([C:3]([OH:4])=[O:2])=[CH:14][CH:13]=2. The yield is 0.780. (5) The reactants are [NH2:1][C:2]1[CH:7]=[C:6]([O:8][C:9]2[CH:18]=[C:17]3[C:12]([CH2:13][CH2:14][CH:15]([C:19]([OH:21])=O)[CH2:16]3)=[CH:11][CH:10]=2)[CH:5]=[CH:4][N:3]=1.[NH2:22][C:23]1[CH:24]=[C:25]([CH:35]=[C:36]([C:38]([F:41])([F:40])[F:39])[CH:37]=1)[CH2:26][NH:27][C:28](=[O:34])[O:29][C:30]([CH3:33])([CH3:32])[CH3:31].CCN=C=NCCCN(C)C. The catalyst is CN(C1C=CN=CC=1)C.CN(C=O)C.O. The product is [NH2:1][C:2]1[CH:7]=[C:6]([O:8][C:9]2[CH:18]=[C:17]3[C:12]([CH2:13][CH2:14][CH:15]([C:19]([NH:22][C:23]4[CH:24]=[C:25]([CH:35]=[C:36]([C:38]([F:39])([F:40])[F:41])[CH:37]=4)[CH2:26][NH:27][C:28](=[O:34])[O:29][C:30]([CH3:33])([CH3:32])[CH3:31])=[O:21])[CH2:16]3)=[CH:11][CH:10]=2)[CH:5]=[CH:4][N:3]=1. The yield is 0.710. (6) The reactants are C([O:8][C@H:9]([CH2:11][CH2:12][CH2:13][CH2:14][CH2:15][CH2:16][C@@H:17]([OH:20])[CH2:18][CH3:19])[CH3:10])C1C=CC=CC=1.C(OCC)(=O)C.CCCCCC. The catalyst is C(O)C.[Pd]. The product is [CH3:10][C@H:9]([OH:8])[CH2:11][CH2:12][CH2:13][CH2:14][CH2:15][CH2:16][C@@H:17]([OH:20])[CH2:18][CH3:19]. The yield is 0.920.